Task: Predict the product of the given reaction.. Dataset: Forward reaction prediction with 1.9M reactions from USPTO patents (1976-2016) (1) Given the reactants [NH2:1][C:2]1[C:3]2[N:10](COCC3C=CC=CC=3)[CH:9]=[C:8]([CH2:20][NH:21][C@@H:22]([C@H:25]([OH:29])[CH2:26][S:27][CH3:28])[CH2:23][OH:24])[C:4]=2[N:5]=[CH:6][N:7]=1.O.NN, predict the reaction product. The product is: [NH2:1][C:2]1[C:3]2[NH:10][CH:9]=[C:8]([CH2:20][NH:21][C@@H:22]([C@H:25]([OH:29])[CH2:26][S:27][CH3:28])[CH2:23][OH:24])[C:4]=2[N:5]=[CH:6][N:7]=1. (2) Given the reactants C(OC(=O)[NH:7][CH2:8][CH2:9][NH:10][C:11]1[S:12][C:13](=[CH:17][C:18]2[CH:23]=[CH:22][C:21]([O:24][C:25]3[CH:30]=[CH:29][C:28]([C:31]#[N:32])=[CH:27][C:26]=3[C:33]([F:36])([F:35])[F:34])=[C:20]([O:37][CH3:38])[CH:19]=2)[C:14](=[O:16])[N:15]=1)(C)(C)C.[ClH:40].C(OCC)C, predict the reaction product. The product is: [ClH:40].[NH2:7][CH2:8][CH2:9][NH:10][C:11]1[S:12][C:13](=[CH:17][C:18]2[CH:23]=[CH:22][C:21]([O:24][C:25]3[CH:30]=[CH:29][C:28]([C:31]#[N:32])=[CH:27][C:26]=3[C:33]([F:35])([F:34])[F:36])=[C:20]([O:37][CH3:38])[CH:19]=2)[C:14](=[O:16])[N:15]=1. (3) Given the reactants Cl[CH2:2][C:3]1[NH:4][CH:5]=[C:6]([CH:8]([CH3:10])[CH3:9])[N:7]=1.[C-:11]#[N:12].[K+], predict the reaction product. The product is: [CH:8]([C:6]1[N:7]=[C:3]([CH2:2][C:11]#[N:12])[NH:4][CH:5]=1)([CH3:10])[CH3:9]. (4) Given the reactants O[CH:2]1O[C:5](=[O:7])[C:4]2[CH:8]=[C:9]3[C:14](=[C:15]([O:16][CH3:17])[C:3]1=2)[CH:13]=[CH:12][CH:11]=[CH:10]3.[NH2:18][C:19]1[CH:24]=[CH:23][C:22]([CH2:25][C:26]([O:28][CH2:29][CH3:30])=[O:27])=[CH:21][CH:20]=1.C(O[BH-](OC(=O)C)OC(=O)C)(=O)C.[Na+].[OH-].[Na+], predict the reaction product. The product is: [CH3:17][O:16][C:15]1[C:3]2[CH2:2][N:18]([C:19]3[CH:20]=[CH:21][C:22]([CH2:25][C:26]([O:28][CH2:29][CH3:30])=[O:27])=[CH:23][CH:24]=3)[C:5](=[O:7])[C:4]=2[CH:8]=[C:9]2[CH:10]=[CH:11][CH:12]=[CH:13][C:14]=12. (5) Given the reactants [F:1][C@:2]1([CH3:18])[C@H:6]([OH:7])[C@@H:5]([CH2:8][OH:9])[O:4][C@H:3]1[N:10]1[CH:17]=[CH:16][C:14](=[O:15])[NH:13][C:11]1=[O:12].COC1C=CC(C(Cl)(C2C=CC=CC=2)C2C=CC(OC)=CC=2)=CC=1.N1C=CN=C1.[Si:48](Cl)([C:51]([CH3:54])([CH3:53])[CH3:52])([CH3:50])[CH3:49].FC(F)(F)C(O)=O.[OH-].[NH4+], predict the reaction product. The product is: [Si:48]([O:7][C@@H:6]1[C@@H:5]([CH2:8][OH:9])[O:4][C@@H:3]([N:10]2[CH:17]=[CH:16][C:14](=[O:15])[NH:13][C:11]2=[O:12])[C@@:2]1([F:1])[CH3:18])([C:51]([CH3:54])([CH3:53])[CH3:52])([CH3:50])[CH3:49]. (6) Given the reactants [NH2:1][CH2:2][C@@H:3]1[C@H:7]2[O:8][C:9]([CH3:12])([CH3:11])[O:10][C@H:6]2[C@H:5]([N:13]2[CH:21]=[N:20][C:19]3[C:14]2=[N:15][CH:16]=[N:17][C:18]=3[NH2:22])[O:4]1.[O:23]=[C:24]1[C:32]2[C:27](=[CH:28][CH:29]=[CH:30][CH:31]=2)[C:26](=[O:33])[N:25]1[CH2:34][CH2:35][CH:36]=O.[BH-](OC(C)=O)(OC(C)=O)OC(C)=O.[Na+].C([O-])(O)=O.[Na+], predict the reaction product. The product is: [NH2:22][C:18]1[N:17]=[CH:16][N:15]=[C:14]2[C:19]=1[N:20]=[CH:21][N:13]2[C@H:5]1[C@@H:6]2[O:10][C:9]([CH3:12])([CH3:11])[O:8][C@@H:7]2[C@@H:3]([CH2:2][NH:1][CH2:36][CH2:35][CH2:34][N:25]2[C:26](=[O:33])[C:27]3[C:32](=[CH:31][CH:30]=[CH:29][CH:28]=3)[C:24]2=[O:23])[O:4]1. (7) Given the reactants C([O:8][C:9]1[CH:18]=[C:17]2[C:12]([C:13]([O:24][CH2:25][O:26][CH2:27][CH2:28][Si:29]([CH3:32])([CH3:31])[CH3:30])=[CH:14][C:15]([C:19]([O:21][CH2:22][CH3:23])=[O:20])=[CH:16]2)=[CH:11][CH:10]=1)C1C=CC=CC=1, predict the reaction product. The product is: [OH:8][C:9]1[CH:18]=[C:17]2[C:12]([C:13]([O:24][CH2:25][O:26][CH2:27][CH2:28][Si:29]([CH3:30])([CH3:32])[CH3:31])=[CH:14][C:15]([C:19]([O:21][CH2:22][CH3:23])=[O:20])=[CH:16]2)=[CH:11][CH:10]=1.